The task is: Predict the reaction yield, written as a fraction of the theoretical maximum amount of product (1.0 means a 100% yield; for example, 0.34 means a 34% yield).. This data is from Reaction yield outcomes from USPTO patents with 853,638 reactions. (1) The reactants are [Cl-].[C:2]([C:4]1[C:16]([N+:17]([O-:19])=[O:18])=[CH:15][CH:14]=[CH:13][C:5]=1[O:6][CH2:7][C@H:8]1[CH2:12][CH2:11][CH2:10][NH2+:9]1)#[N:3].[CH2:20]([N:22]=[C:23]=[O:24])[CH3:21]. No catalyst specified. The product is [C:2]([C:4]1[C:16]([N+:17]([O-:19])=[O:18])=[CH:15][CH:14]=[CH:13][C:5]=1[O:6][CH2:7][C@H:8]1[CH2:12][CH2:11][CH2:10][N:9]1[C:23]([NH:22][CH2:20][CH3:21])=[O:24])#[N:3]. The yield is 0.950. (2) The reactants are [N:1]1[C:10]2[C:5](=[CH:6][C:7]([CH2:11][N:12]3[C:16]4=[N:17][C:18]([C:21](=O)[CH3:22])=[CH:19][N:20]=[C:15]4[N:14]=[N:13]3)=[CH:8][CH:9]=2)[CH:4]=[CH:3][CH:2]=1.[NH2:24][O:25][CH2:26][CH:27]([OH:30])[CH2:28][OH:29].OCC(ON1C(=O)C2C(=CC=CC=2)C1=O)CO. No catalyst specified. The product is [OH:30][CH:27]([CH2:28][OH:29])[CH2:26][O:25]/[N:24]=[C:21](/[C:18]1[N:17]=[C:16]2[N:12]([CH2:11][C:7]3[CH:6]=[C:5]4[C:10](=[CH:9][CH:8]=3)[N:1]=[CH:2][CH:3]=[CH:4]4)[N:13]=[N:14][C:15]2=[N:20][CH:19]=1)\[CH3:22]. The yield is 0.400. (3) The reactants are [NH2:1][C:2]1[CH:9]=[CH:8][CH:7]=[C:6](Br)[C:3]=1[C:4]#[N:5].[O:11]1[CH2:15][CH2:14][CH:13]=[C:12]1[Sn](C)(C)C.[Cl-].[NH4+].[OH-].[NH4+]. The catalyst is C1(C)C=CC=CC=1.C1(P(C2C=CC=CC=2)C2C=CC=CC=2)C=CC=CC=1.C1(P(C2C=CC=CC=2)C2C=CC=CC=2)C=CC=CC=1.C1(P(C2C=CC=CC=2)C2C=CC=CC=2)C=CC=CC=1.C1(P(C2C=CC=CC=2)C2C=CC=CC=2)C=CC=CC=1.[Pd]. The product is [NH2:1][C:2]1[CH:9]=[CH:8][CH:7]=[C:6]([C:12]2[O:11][CH2:15][CH2:14][CH:13]=2)[C:3]=1[C:4]#[N:5]. The yield is 0.680. (4) The reactants are C(NC(C)C)(C)C.[Li]CCCC.[CH2:13]([O:20][C:21]1[CH:26]=[CH:25][C:24]([F:27])=[C:23]([F:28])[C:22]=1[F:29])[C:14]1[CH:19]=[CH:18][CH:17]=[CH:16][CH:15]=1.[C:30](=[O:32])=[O:31]. The catalyst is C1COCC1. The product is [CH2:13]([O:20][C:21]1[C:22]([F:29])=[C:23]([F:28])[C:24]([F:27])=[C:25]([CH:26]=1)[C:30]([OH:32])=[O:31])[C:14]1[CH:15]=[CH:16][CH:17]=[CH:18][CH:19]=1. The yield is 0.820.